From a dataset of Reaction yield outcomes from USPTO patents with 853,638 reactions. Predict the reaction yield, written as a fraction of the theoretical maximum amount of product (1.0 means a 100% yield; for example, 0.34 means a 34% yield). (1) The reactants are [SH:1][C:2]1[S:3][C:4]2[CH:10]=[CH:9][C:8]([CH3:11])=[CH:7][C:5]=2[N:6]=1.Cl[C:13]1[C:18]([Cl:19])=[CH:17][C:16]([N+:20]([O-:22])=[O:21])=[CH:15][C:14]=1[C:23](=[O:25])[CH3:24].[H-].[Na+]. The catalyst is CN(C=O)C. The product is [Cl:19][C:18]1[C:13]([S:1][C:2]2[S:3][C:4]3[CH:10]=[CH:9][C:8]([CH3:11])=[CH:7][C:5]=3[N:6]=2)=[C:14]([C:23](=[O:25])[CH3:24])[CH:15]=[C:16]([N+:20]([O-:22])=[O:21])[CH:17]=1. The yield is 0.980. (2) The reactants are [Cl:1][C:2]1[CH:7]=[CH:6][C:5]([N:8]2[C:12]([CH:13]([CH3:15])[CH3:14])=[C:11]([NH:16][C:17]([CH:19]3[N:24]4[C:25]([CH3:32])=[N:26][C:27]([C:28]([F:31])([F:30])[F:29])=[C:23]4[CH:22]=[CH:21][CH2:20]3)=[O:18])[CH:10]=[N:9]2)=[CH:4][CH:3]=1.C(O)(C(F)(F)F)=O. The catalyst is Cl.O=[Pt]=O.CCO. The product is [Cl:1][C:2]1[CH:3]=[CH:4][C:5]([N:8]2[C:12]([CH:13]([CH3:15])[CH3:14])=[C:11]([NH:16][C:17]([CH:19]3[N:24]4[C:25]([CH3:32])=[N:26][C:27]([C:28]([F:31])([F:29])[F:30])=[C:23]4[CH2:22][CH2:21][CH2:20]3)=[O:18])[CH:10]=[N:9]2)=[CH:6][CH:7]=1. The yield is 0.270. (3) The reactants are [CH2:1](C([CH2:1][C:2]1[CH:7]=[CH:6][CH:5]=[CH:4][CH:3]=1)(C([O-])=O)C([O-])=O)[C:2]1[CH:7]=[CH:6][CH:5]=[CH:4][CH:3]=1.[H-].[Na+].[C:24]12[C:30](=[CH:31][CH:32]=[CH:33][CH:34]=1)N[C:28](=[O:35])[O:27][C:25]2=O.C(Cl)(=O)C([Cl:39])=O.[Na+].[Cl-].[CH3:44][N:45]([CH:47]=[O:48])C. No catalyst specified. The product is [Cl:39][C:2]1[C:3]2[C:44](=[CH:7][CH:6]=[CH:5][CH:4]=2)[NH:45][C:47](=[O:48])[C:1]=1[C:28]([O:27][CH2:25][C:24]1[CH:30]=[CH:31][CH:32]=[CH:33][CH:34]=1)=[O:35]. The yield is 0.370. (4) The reactants are [CH:1]1([CH:7]([O:37][CH3:38])[C:8]2[CH:32]=[CH:31][C:30]([C:33]([F:36])([F:35])[F:34])=[CH:29][C:9]=2[CH2:10][N:11]([CH2:14][C:15]2[CH:20]=[C:19]([C:21]([F:24])([F:23])[F:22])[CH:18]=[C:17]([C:25]([F:28])([F:27])[F:26])[CH:16]=2)[C:12]#[N:13])[CH2:6][CH2:5][CH2:4][CH2:3][CH2:2]1.[N-:39]=[N+:40]=[N-:41].[Na+].O. The catalyst is C1(C)C=CC=CC=1. The product is [CH:1]1([CH:7]([O:37][CH3:38])[C:8]2[CH:32]=[CH:31][C:30]([C:33]([F:34])([F:35])[F:36])=[CH:29][C:9]=2[CH2:10][N:11]([CH2:14][C:15]2[CH:20]=[C:19]([C:21]([F:22])([F:23])[F:24])[CH:18]=[C:17]([C:25]([F:28])([F:27])[F:26])[CH:16]=2)[C:12]2[N:39]=[N:40][NH:41][N:13]=2)[CH2:6][CH2:5][CH2:4][CH2:3][CH2:2]1. The yield is 0.590. (5) The reactants are [CH:1]([C:4]1[CH:8]=[C:7]([CH2:9][NH2:10])[O:6][N:5]=1)([CH3:3])[CH3:2].C([N:19]=[C:20]=[S:21])(=O)C1C=CC=CC=1. The catalyst is CO.N. The product is [CH:1]([C:4]1[CH:8]=[C:7]([CH2:9][NH:10][C:20]([NH2:19])=[S:21])[O:6][N:5]=1)([CH3:3])[CH3:2]. The yield is 0.910. (6) The reactants are C[O:2][C:3]1[CH:4]=[CH:5][C:6]2[S:10][C:9]([C:11]3[C:15]([CH3:16])=[N:14][NH:13][C:12]=3[NH2:17])=[N:8][C:7]=2[CH:18]=1.BrB(Br)Br.C(=O)([O-])[O-].[Na+].[Na+]. The catalyst is C(Cl)Cl. The product is [NH2:17][C:12]1[NH:13][N:14]=[C:15]([CH3:16])[C:11]=1[C:9]1[S:10][C:6]2[CH:5]=[CH:4][C:3]([OH:2])=[CH:18][C:7]=2[N:8]=1. The yield is 0.190. (7) The reactants are [C:1]1([N:7]2[C:19]3[CH:18]=[CH:17][CH:16]=[CH:15][C:14]=3[C:13]3[C:8]2=[CH:9][CH:10]=[CH:11][CH:12]=3)[CH:6]=[CH:5][CH:4]=[CH:3][CH:2]=1.[Br:20]N1C(=O)CCC1=O.C1(C)C=CC=CC=1. The catalyst is C(OCC)(=O)C. The product is [Br:20][C:16]1[CH:17]=[CH:18][C:19]2[N:7]([C:1]3[CH:2]=[CH:3][CH:4]=[CH:5][CH:6]=3)[C:8]3[C:13]([C:14]=2[CH:15]=1)=[CH:12][CH:11]=[CH:10][CH:9]=3. The yield is 0.990.